Dataset: Reaction yield outcomes from USPTO patents with 853,638 reactions. Task: Predict the reaction yield, written as a fraction of the theoretical maximum amount of product (1.0 means a 100% yield; for example, 0.34 means a 34% yield). The reactants are [C:1]([OH:18])(=[O:17])[C:2]1[C:3](=[CH:7][C:8](=[C:12]([CH:16]=1)[C:13]([OH:15])=[O:14])[C:9]([OH:11])=[O:10])[C:4]([OH:6])=[O:5].[H][H]. The catalyst is [Rh].O. The product is [CH:8]1([C:9]([OH:11])=[O:10])[CH2:7][CH:3]([C:4]([OH:6])=[O:5])[CH:2]([C:1]([OH:18])=[O:17])[CH2:16][CH:12]1[C:13]([OH:15])=[O:14]. The yield is 0.850.